Dataset: Forward reaction prediction with 1.9M reactions from USPTO patents (1976-2016). Task: Predict the product of the given reaction. (1) Given the reactants [NH2:1][C@H:2]([CH2:6][OH:7])[CH:3]([CH3:5])[CH3:4].S([O-])([O-])(=O)=O.[Mg+2].[CH:14](=O)[C:15]1[CH:20]=[CH:19][CH:18]=[CH:17][CH:16]=1, predict the reaction product. The product is: [CH:14](=[N:1][C@@H:2]([CH:3]([CH3:5])[CH3:4])[CH2:6][OH:7])[C:15]1[CH:20]=[CH:19][CH:18]=[CH:17][CH:16]=1. (2) Given the reactants [OH:1][CH2:2][CH2:3][N:4]([CH3:14])[C:5](=[O:13])[CH2:6][CH2:7][C:8]([O:10][CH2:11][CH3:12])=[O:9].CC(OI1(OC(C)=O)(OC(C)=O)OC(=O)C2C=CC=CC1=2)=O.C(=O)([O-])O.[Na+].S([O-])([O-])(=O)=S.[Na+].[Na+], predict the reaction product. The product is: [CH3:14][N:4]([CH2:3][CH:2]=[O:1])[C:5](=[O:13])[CH2:6][CH2:7][C:8]([O:10][CH2:11][CH3:12])=[O:9]. (3) Given the reactants [NH2:1][C:2]1[CH:7]=[CH:6][CH:5]=[CH:4][C:3]=1[C:8]1[O:12][C:11]([NH:13][C:14]2[CH:23]=[CH:22][C:17]3[O:18][CH2:19][CH2:20][O:21][C:16]=3[CH:15]=2)=[N:10][CH:9]=1.[CH:24]1[C:29]([CH:30]=O)=[CH:28][C:27]2[O:32][CH2:33][O:34][C:26]=2[CH:25]=1.[BH-](OC(C)=O)(OC(C)=O)OC(C)=O.[Na+].C(OCC)(=O)C, predict the reaction product. The product is: [O:34]1[C:26]2[CH:25]=[CH:24][C:29]([CH2:30][NH:1][C:2]3[CH:7]=[CH:6][CH:5]=[CH:4][C:3]=3[C:8]3[O:12][C:11]([NH:13][C:14]4[CH:23]=[CH:22][C:17]5[O:18][CH2:19][CH2:20][O:21][C:16]=5[CH:15]=4)=[N:10][CH:9]=3)=[CH:28][C:27]=2[O:32][CH2:33]1. (4) Given the reactants [Cl:1][C:2]1[CH:7]=[CH:6][C:5]([C:8]([C:16]2[CH:21]=[CH:20][C:19]([CH2:22][N:23]3[CH2:27][CH2:26][CH2:25][CH2:24]3)=[CH:18][CH:17]=2)([C:10]2[CH:15]=[CH:14][CH:13]=[CH:12][CH:11]=2)O)=[CH:4][CH:3]=1.O=S(Cl)Cl.[H-].[Na+].[NH2:34][C:35]1[C:44]2[C:39](=[CH:40][C:41]([Cl:45])=[CH:42][CH:43]=2)[N:38]=[CH:37][CH:36]=1, predict the reaction product. The product is: [Cl:45][C:41]1[CH:40]=[C:39]2[C:44]([C:35]([NH2:34])=[CH:36][CH2:37][N:38]2[C:8]([C:5]2[CH:6]=[CH:7][C:2]([Cl:1])=[CH:3][CH:4]=2)([C:16]2[CH:21]=[CH:20][C:19]([CH2:22][N:23]3[CH2:27][CH2:26][CH2:25][CH2:24]3)=[CH:18][CH:17]=2)[C:10]2[CH:15]=[CH:14][CH:13]=[CH:12][CH:11]=2)=[CH:43][CH:42]=1. (5) Given the reactants [CH2:1]1[C:9]2[C:4](=[CH:5][CH:6]=[CH:7][CH:8]=2)[CH2:3][CH:2]1[C@H:10]1[NH:15][C:14](=[O:16])[C@@H:13]([CH:17]([CH2:20][CH3:21])[CH2:18][CH3:19])[N:12]([CH2:22][C:23]2[CH:28]=[CH:27][CH:26]=[CH:25][C:24]=2S)[C:11]1=[O:30].[N+]([O-])([O-])=O.[K+].[S:36]([Cl:40])(Cl)(=[O:38])=[O:37].C(=O)([O-])[O-].[Na+].[Na+], predict the reaction product. The product is: [CH2:1]1[C:9]2[C:4](=[CH:5][CH:6]=[CH:7][CH:8]=2)[CH2:3][CH:2]1[C@H:10]1[NH:15][C:14](=[O:16])[C@@H:13]([CH:17]([CH2:20][CH3:21])[CH2:18][CH3:19])[N:12]([CH2:22][C:23]2[CH:24]=[CH:25][CH:26]=[CH:27][C:28]=2[S:36]([Cl:40])(=[O:38])=[O:37])[C:11]1=[O:30]. (6) Given the reactants [CH2:1]([O:3][C:4](=[O:51])[CH2:5][CH2:6][CH2:7][NH:8][S:9]([C:12]1[CH:13]=[C:14]([CH:48]=[CH:49][CH:50]=1)[C:15]([NH:17][C:18]1[S:19][C:20]2[CH2:47][CH2:46][CH2:45][CH2:44][C:21]=2[C:22]=1[C:23]([NH:25][C:26]1[CH:31]=[CH:30][C:29]([CH2:32][CH2:33][C:34]2[CH:43]=[CH:42][C:37]([C:38]([O:40][CH3:41])=[O:39])=[CH:36][CH:35]=2)=[CH:28][CH:27]=1)=[O:24])=[O:16])(=[O:11])=[O:10])[CH3:2].[CH2:52](I)[CH3:53].C(=O)([O-])[O-].[K+].[K+].C(O)(=O)CC(CC(O)=O)(C(O)=O)O, predict the reaction product. The product is: [CH2:1]([O:3][C:4](=[O:51])[CH2:5][CH2:6][CH2:7][N:8]([CH2:52][CH3:53])[S:9]([C:12]1[CH:13]=[C:14]([CH:48]=[CH:49][CH:50]=1)[C:15]([NH:17][C:18]1[S:19][C:20]2[CH2:47][CH2:46][CH2:45][CH2:44][C:21]=2[C:22]=1[C:23]([NH:25][C:26]1[CH:31]=[CH:30][C:29]([CH2:32][CH2:33][C:34]2[CH:43]=[CH:42][C:37]([C:38]([O:40][CH3:41])=[O:39])=[CH:36][CH:35]=2)=[CH:28][CH:27]=1)=[O:24])=[O:16])(=[O:11])=[O:10])[CH3:2]. (7) Given the reactants C([Li])CCC.C(NC(C)C)(C)C.[Br:13][C:14]1[CH:19]=[CH:18][C:17]([NH2:20])=[C:16]([F:21])[CH:15]=1.[Cl:22][C:23]1[C:24](=[O:36])[N:25]2[C:29](=[C:30]([C:33]([OH:35])=[O:34])[C:31]=1Cl)[CH2:28][CH2:27][CH2:26]2, predict the reaction product. The product is: [Br:13][C:14]1[CH:19]=[CH:18][C:17]([NH:20][C:31]2[C:30]([C:33]([OH:35])=[O:34])=[C:29]3[N:25]([CH2:26][CH2:27][CH2:28]3)[C:24](=[O:36])[C:23]=2[Cl:22])=[C:16]([F:21])[CH:15]=1.